This data is from Catalyst prediction with 721,799 reactions and 888 catalyst types from USPTO. The task is: Predict which catalyst facilitates the given reaction. (1) Reactant: [Br:1][C:2]1[CH:3]=[C:4]([CH:8]([S:13]([NH2:16])(=[O:15])=[O:14])[C:9]([OH:12])([CH3:11])[CH3:10])[CH:5]=[CH:6][CH:7]=1.[CH:17]1([N:23]=[C:24]=S)[CH2:22][CH2:21][CH2:20][CH2:19][CH2:18]1.C[Si]([N-][Si](C)(C)C)(C)C.[Na+].BrN1C(=O)CCC1=O. Product: [Br:1][C:2]1[CH:3]=[C:4]([CH:8]2[C:9]([CH3:10])([CH3:11])[O:12][C:24]([NH:23][CH:17]3[CH2:22][CH2:21][CH2:20][CH2:19][CH2:18]3)=[N:16][S:13]2(=[O:14])=[O:15])[CH:5]=[CH:6][CH:7]=1. The catalyst class is: 179. (2) Reactant: [NH2:1][C:2]1[S:6][C:5]2[CH2:7][CH2:8][CH2:9][CH2:10][C:4]=2[C:3]=1[C:11]([C:13]1[CH:18]=[CH:17][C:16]([F:19])=[CH:15][CH:14]=1)=O.[C:20]([O:27][CH3:28])(=[O:26])[CH2:21][CH2:22][C:23]([CH3:25])=O.Cl[Si](C)(C)C. The catalyst class is: 3. Product: [CH3:25][C:23]1[N:1]=[C:2]2[S:6][C:5]3[CH2:7][CH2:8][CH2:9][CH2:10][C:4]=3[C:3]2=[C:11]([C:13]2[CH:18]=[CH:17][C:16]([F:19])=[CH:15][CH:14]=2)[C:22]=1[CH2:21][C:20]([O:27][CH3:28])=[O:26]. (3) Reactant: [NH2:1][C:2]1[CH:37]=[CH:36][C:5]([CH2:6][CH2:7][N:8]2[C:13]3[N:14]=[C:15]([NH:18][CH2:19][C:20]([OH:23])([CH3:22])[CH3:21])[N:16]=[CH:17][C:12]=3[CH:11]=[C:10]([C:24]3[CH:29]=[C:28]([O:30][CH3:31])[CH:27]=[C:26]([O:32][CH3:33])[C:25]=3[Cl:34])[C:9]2=[O:35])=[CH:4][CH:3]=1.CCN(C(C)C)C(C)C.[C:47](O[C:47](=[O:50])[CH:48]=[CH2:49])(=[O:50])[CH:48]=[CH2:49].O. Product: [Cl:34][C:25]1[C:26]([O:32][CH3:33])=[CH:27][C:28]([O:30][CH3:31])=[CH:29][C:24]=1[C:10]1[C:9](=[O:35])[N:8]([CH2:7][CH2:6][C:5]2[CH:36]=[CH:37][C:2]([NH:1][C:47](=[O:50])[CH:48]=[CH2:49])=[CH:3][CH:4]=2)[C:13]2[N:14]=[C:15]([NH:18][CH2:19][C:20]([OH:23])([CH3:22])[CH3:21])[N:16]=[CH:17][C:12]=2[CH:11]=1. The catalyst class is: 2. (4) Reactant: [Br:1][C:2]1[C:3](Cl)=[N:4][CH:5]=[C:6]([N+:8]([O-:10])=[O:9])[CH:7]=1.[CH:12]1([CH2:15][OH:16])[CH2:14][CH2:13]1.CC([O-])(C)C.[K+].O. Product: [Br:1][C:2]1[C:3]([O:16][CH2:15][CH:12]2[CH2:14][CH2:13]2)=[N:4][CH:5]=[C:6]([N+:8]([O-:10])=[O:9])[CH:7]=1. The catalyst class is: 1.